Dataset: Forward reaction prediction with 1.9M reactions from USPTO patents (1976-2016). Task: Predict the product of the given reaction. (1) Given the reactants [Br:1][C:2]1[CH:3]=[C:4]2[C:9](=[CH:10][CH:11]=1)[N:8]1[CH:12]=[CH:13][CH:14]=[C:7]1[CH:6]([CH3:15])[NH:5]2.[C:16](Cl)(=[O:25])[C:17]1[CH:22]=[CH:21][CH:20]=[C:19]([O:23][CH3:24])[CH:18]=1.C(N(CC)CC)C, predict the reaction product. The product is: [Br:1][C:2]1[CH:3]=[C:4]2[C:9](=[CH:10][CH:11]=1)[N:8]1[CH:12]=[CH:13][CH:14]=[C:7]1[CH:6]([CH3:15])[N:5]2[C:16](=[O:25])[C:17]1[CH:22]=[CH:21][CH:20]=[C:19]([O:23][CH3:24])[CH:18]=1. (2) Given the reactants [F:1][C:2]1[CH:19]=[CH:18][C:5]([C:6]([NH:8][C:9]2([C:15]([OH:17])=[O:16])[CH2:14][CH2:13][CH2:12][CH2:11][CH2:10]2)=O)=[CH:4][CH:3]=1, predict the reaction product. The product is: [F:1][C:2]1[CH:19]=[CH:18][C:5]([C:6]2[O:16][C:15](=[O:17])[C:9]3([CH2:14][CH2:13][CH2:12][CH2:11][CH2:10]3)[N:8]=2)=[CH:4][CH:3]=1. (3) Given the reactants C([O:8][C:9]1[N:13]([CH:14]([CH3:16])[CH3:15])[N:12]=[C:11](/[CH:17]=[CH:18]/[C:19]([O:21][CH2:22][CH3:23])=[O:20])[CH:10]=1)C1C=CC=CC=1, predict the reaction product. The product is: [CH:14]([N:13]1[C:9](=[O:8])[CH2:10][C:11]([CH2:17][CH2:18][C:19]([O:21][CH2:22][CH3:23])=[O:20])=[N:12]1)([CH3:16])[CH3:15]. (4) The product is: [CH3:21][N:20]([CH3:22])[CH2:19][CH2:18][CH:13]([C:11]1[N:12]=[C:8]([C:5]2[CH:4]=[CH:3][C:2]([F:1])=[CH:7][CH:6]=2)[O:9][CH:10]=1)[C:14]#[N:15]. Given the reactants [F:1][C:2]1[CH:7]=[CH:6][C:5]([C:8]2[O:9][CH:10]=[C:11]([CH2:13][C:14]#[N:15])[N:12]=2)=[CH:4][CH:3]=1.Cl.Cl[CH2:18][CH2:19][N:20]([CH3:22])[CH3:21], predict the reaction product.